Dataset: Peptide-MHC class II binding affinity with 134,281 pairs from IEDB. Task: Regression. Given a peptide amino acid sequence and an MHC pseudo amino acid sequence, predict their binding affinity value. This is MHC class II binding data. (1) The peptide sequence is RNTLLFLDLIILNFV. The MHC is DRB1_0404 with pseudo-sequence DRB1_0404. The binding affinity (normalized) is 0.207. (2) The peptide sequence is ENVLISPVSILSTLS. The MHC is DRB5_0101 with pseudo-sequence DRB5_0101. The binding affinity (normalized) is 0.109. (3) The peptide sequence is AGALEVHAVKPVTEE. The MHC is HLA-DQA10401-DQB10402 with pseudo-sequence HLA-DQA10401-DQB10402. The binding affinity (normalized) is 0.440. (4) The peptide sequence is EIGAVALDYPSGTSG. The MHC is DRB1_0701 with pseudo-sequence DRB1_0701. The binding affinity (normalized) is 0.213.